This data is from Forward reaction prediction with 1.9M reactions from USPTO patents (1976-2016). The task is: Predict the product of the given reaction. (1) Given the reactants [CH2:1]([O:8][C:9]1[C:10](=[O:31])[C:11]([C:28](O)=[O:29])=[CH:12][N:13]2[CH2:18][CH2:17][N:16]([CH2:19][C:20]3[CH:25]=[CH:24][CH:23]=[C:22]([Cl:26])[CH:21]=3)[C:15](=[O:27])[C:14]=12)[C:2]1[CH:7]=[CH:6][CH:5]=[CH:4][CH:3]=1.S(Cl)(Cl)=O.[CH3:36][C:37]([Mg]Cl)([CH3:40])[CH2:38][CH3:39].CCOCC.S([O-])(O)(=O)=O.[K+], predict the reaction product. The product is: [CH2:1]([O:8][C:9]1[C:10](=[O:31])[C:11]([C:28](=[O:29])[C:37]([CH3:40])([CH3:36])[CH2:38][CH3:39])=[CH:12][N:13]2[CH2:18][CH2:17][N:16]([CH2:19][C:20]3[CH:25]=[CH:24][CH:23]=[C:22]([Cl:26])[CH:21]=3)[C:15](=[O:27])[C:14]=12)[C:2]1[CH:7]=[CH:6][CH:5]=[CH:4][CH:3]=1. (2) Given the reactants C[Si]([N-][Si](C)(C)C)(C)C.[Na+].[Si:11]([O:18][CH2:19][C:20]1[N:25]=[C:24]([NH:26][CH3:27])[C:23]([CH3:28])=[CH:22][CH:21]=1)([C:14]([CH3:17])([CH3:16])[CH3:15])([CH3:13])[CH3:12].[Cl:29][C:30]1[N:35]=[C:34](Cl)[CH:33]=[CH:32][N:31]=1, predict the reaction product. The product is: [Si:11]([O:18][CH2:19][C:20]1[N:25]=[C:24]([N:26]([CH3:27])[C:34]2[CH:33]=[CH:32][N:31]=[C:30]([Cl:29])[N:35]=2)[C:23]([CH3:28])=[CH:22][CH:21]=1)([C:14]([CH3:17])([CH3:16])[CH3:15])([CH3:12])[CH3:13]. (3) Given the reactants C[O:2][C:3]([CH:5]1[CH2:8][N:7]([CH:9]([C:11]2[CH:20]=[CH:19][C:18]3[C:13](=[CH:14][CH:15]=[C:16]([O:21][CH:22]4[CH2:27][CH2:26][CH:25]([C:28]([CH3:31])([CH3:30])[CH3:29])[CH2:24][CH2:23]4)[CH:17]=3)[N:12]=2)[CH3:10])[CH2:6]1)=[O:4].[OH-].[Li+].O1CCCC1.O, predict the reaction product. The product is: [C:28]([C@H:25]1[CH2:24][CH2:23][C@H:22]([O:21][C:16]2[CH:17]=[C:18]3[C:13](=[CH:14][CH:15]=2)[N:12]=[C:11]([CH:9]([N:7]2[CH2:6][CH:5]([C:3]([OH:4])=[O:2])[CH2:8]2)[CH3:10])[CH:20]=[CH:19]3)[CH2:27][CH2:26]1)([CH3:29])([CH3:30])[CH3:31]. (4) Given the reactants [NH2:1][CH2:2][C:3]1[CH:12]=[CH:11][C:6]([C:7]([O:9][CH3:10])=[O:8])=[CH:5][CH:4]=1.[CH2:13]([O:20][C:21]1[CH:22]=[CH:23][C:24]([CH2:27][CH:28]([NH:32][C:33]([O:35][C:36]([CH3:39])([CH3:38])[CH3:37])=[O:34])[C:29](O)=[O:30])=[N:25][CH:26]=1)[C:14]1[CH:19]=[CH:18][CH:17]=[CH:16][CH:15]=1, predict the reaction product. The product is: [CH2:13]([O:20][C:21]1[CH:22]=[CH:23][C:24]([CH2:27][CH:28]([NH:32][C:33]([O:35][C:36]([CH3:39])([CH3:38])[CH3:37])=[O:34])[C:29]([NH:1][CH2:2][C:3]2[CH:4]=[CH:5][C:6]([C:7]([O:9][CH3:10])=[O:8])=[CH:11][CH:12]=2)=[O:30])=[N:25][CH:26]=1)[C:14]1[CH:15]=[CH:16][CH:17]=[CH:18][CH:19]=1. (5) Given the reactants [CH:1]1([C:4]2[N:8]([C:9](=[O:11])[CH3:10])[N:7]=[C:6]([NH:12][C:13]3[C:18](I)=[CH:17][N:16]=[C:15]([C:20]4[CH:25]=[CH:24][CH:23]=[CH:22][CH:21]=4)[N:14]=3)[CH:5]=2)[CH2:3][CH2:2]1.[C:26]([O:30][CH3:31])(=[O:29])[CH:27]=[CH2:28].N(C)(C1CCCCC1)C1CCCCC1.P(C(C)(C)C)(C(C)(C)C)C(C)(C)C, predict the reaction product. The product is: [C:9]([N:8]1[C:4]([CH:1]2[CH2:3][CH2:2]2)=[CH:5][C:6]([NH:12][C:13]2[C:18](/[CH:28]=[CH:27]/[C:26]([O:30][CH3:31])=[O:29])=[CH:17][N:16]=[C:15]([C:20]3[CH:25]=[CH:24][CH:23]=[CH:22][CH:21]=3)[N:14]=2)=[N:7]1)(=[O:11])[CH3:10]. (6) Given the reactants [Cl:1][C:2]1[N:7]=[CH:6][C:5]([NH2:8])=[CH:4][CH:3]=1.Cl.[NH2:10][C@:11]([CH3:17])([CH2:15][CH3:16])[C:12](O)=[O:13].C(P1(=O)OP(CCC)(=O)OP(CCC)(=O)O1)CC.CCN(CC)CC.Cl[C:44](Cl)([O:46]C(=O)OC(Cl)(Cl)Cl)Cl, predict the reaction product. The product is: [Cl:1][C:2]1[N:7]=[CH:6][C:5]([N:8]2[C:12](=[O:13])[C@:11]([CH2:15][CH3:16])([CH3:17])[NH:10][C:44]2=[O:46])=[CH:4][CH:3]=1.